From a dataset of Catalyst prediction with 721,799 reactions and 888 catalyst types from USPTO. Predict which catalyst facilitates the given reaction. (1) Reactant: [CH2:1]([S:7][C:8]1[N:12]=[CH:11][N:10](COCC[Si](C)(C)C)[C:9]=1[C:21]1[CH:22]=[N:23][CH:24]=[CH:25][CH:26]=1)[CH2:2][CH2:3][CH2:4][CH2:5][CH3:6].CCCC[N+](CCCC)(CCCC)CCCC.[F-]. Product: [CH2:1]([S:7][C:8]1[N:12]=[CH:11][NH:10][C:9]=1[C:21]1[CH:22]=[N:23][CH:24]=[CH:25][CH:26]=1)[CH2:2][CH2:3][CH2:4][CH2:5][CH3:6]. The catalyst class is: 1. (2) Reactant: [CH3:1][N:2]1[C:6]2[CH:7]=[CH:8][CH:9]=[CH:10][C:5]=2[N:4]=[C:3]1[CH2:11]O.S(Cl)([Cl:15])=O. Product: [Cl:15][CH2:11][C:3]1[N:2]([CH3:1])[C:6]2[CH:7]=[CH:8][CH:9]=[CH:10][C:5]=2[N:4]=1. The catalyst class is: 4. (3) Reactant: [Cl-].[C:2]([O:6][C:7]([CH2:9][N:10]1[C:14]2[CH:15]=[CH:16][CH:17]=[CH:18][C:13]=2[N:12]=[C:11]1[S:19][CH2:20][CH2:21][CH2:22][NH2+:23][CH2:24][CH2:25][C:26]1[CH:31]=[CH:30][CH:29]=[CH:28][CH:27]=1)=[O:8])([CH3:5])([CH3:4])[CH3:3].CCN(CC)CC.[C:39](Cl)(=[O:44])[CH2:40][CH2:41][CH2:42][CH3:43]. Product: [C:2]([O:6][C:7](=[O:8])[CH2:9][N:10]1[C:14]2[CH:15]=[CH:16][CH:17]=[CH:18][C:13]=2[N:12]=[C:11]1[S:19][CH2:20][CH2:21][CH2:22][N:23]([C:39](=[O:44])[CH2:40][CH2:41][CH2:42][CH3:43])[CH2:24][CH2:25][C:26]1[CH:27]=[CH:28][CH:29]=[CH:30][CH:31]=1)([CH3:5])([CH3:3])[CH3:4]. The catalyst class is: 26. (4) Reactant: [Si]([O:8][C@H:9]1[CH2:14][C@H:13]([N:15]2[CH:23]=[N:22][C:21]3[C:16]2=[N:17][CH:18]=[N:19][C:20]=3[NH2:24])[CH:12]=[CH:11][C@@H:10]1[CH2:25][O:26][Si](C(C)(C)C)(C)C)(C(C)(C)C)(C)C. Product: [OH:8][C@H:9]1[CH2:14][C@H:13]([N:15]2[CH:23]=[N:22][C:21]3[C:16]2=[N:17][CH:18]=[N:19][C:20]=3[NH2:24])[CH:12]=[CH:11][C@@H:10]1[CH2:25][OH:26]. The catalyst class is: 484. (5) Reactant: [F:1][C:2]1[CH:8]=[C:7]([Cl:9])[C:5]([NH2:6])=[CH:4][C:3]=1[C:10]1[C:14]([Cl:15])=[C:13]([C:16]([F:19])([F:18])[F:17])[N:12]([CH3:20])[N:11]=1.C([O-])(=O)C.[Na+].[Br:26]Br. Product: [Br:26][C:4]1[C:3]([C:10]2[C:14]([Cl:15])=[C:13]([C:16]([F:17])([F:18])[F:19])[N:12]([CH3:20])[N:11]=2)=[C:2]([F:1])[CH:8]=[C:7]([Cl:9])[C:5]=1[NH2:6]. The catalyst class is: 15. (6) Reactant: [Br:1][C:2]1[CH:3]=[CH:4][C:5]2[C:12](=O)[NH:11][CH2:10][CH2:9][CH2:8][O:7][C:6]=2[CH:14]=1. Product: [Br:1][C:2]1[CH:3]=[CH:4][C:5]2[CH2:12][NH:11][CH2:10][CH2:9][CH2:8][O:7][C:6]=2[CH:14]=1. The catalyst class is: 1. (7) Reactant: C1(C(C2C=CC=CC=2)(C2C=CC=CC=2)[N:8]2[CH:16]=[N:15][C:14]3[C:9]2=[N:10][CH:11]=[N:12][C:13]=3[NH2:17])C=CC=CC=1.[CH3:30][O:31][C:32]1[CH:37]=[CH:36][C:35]([O:38][CH2:39][CH2:40][O:41][CH2:42]Cl)=[CH:34][CH:33]=1.ClCCOCN1C2C(=NC=NC=2N)N=C1.CCO. Product: [CH3:30][O:31][C:32]1[CH:37]=[CH:36][C:35]([O:38][CH2:39][CH2:40][O:41][CH2:42][N:15]2[C:14]3[C:9](=[N:10][CH:11]=[N:12][C:13]=3[NH2:17])[N:8]=[CH:16]2)=[CH:34][CH:33]=1. The catalyst class is: 2. (8) Reactant: [CH:1]1([C:6]2[NH:14][C:13]3[C:12](=[O:15])[N:11]([CH2:16][CH2:17][CH3:18])[C:10](Cl)=[N:9][C:8]=3[N:7]=2)[CH2:5][CH2:4][CH2:3][CH2:2]1.[NH2:20][C:21]1[CH:26]=[CH:25][CH:24]=[CH:23][CH:22]=1.O. Product: [CH:1]1([C:6]2[NH:14][C:13]3[C:12](=[O:15])[N:11]([CH2:16][CH2:17][CH3:18])[C:10]([NH:20][C:21]4[CH:26]=[CH:25][CH:24]=[CH:23][CH:22]=4)=[N:9][C:8]=3[N:7]=2)[CH2:5][CH2:4][CH2:3][CH2:2]1. The catalyst class is: 60. (9) Reactant: [C:1]([O:5][C:6]([N:8]1[CH2:13][CH2:12][N:11]([CH2:14][CH2:15]O)[CH2:10][CH2:9]1)=[O:7])([CH3:4])([CH3:3])[CH3:2].O=S(Cl)[Cl:19]. Product: [C:1]([O:5][C:6]([N:8]1[CH2:13][CH2:12][N:11]([CH2:14][CH2:15][Cl:19])[CH2:10][CH2:9]1)=[O:7])([CH3:4])([CH3:3])[CH3:2]. The catalyst class is: 2. (10) Reactant: FC(F)(F)C([O-])=O.[C:8]([C:11]1[C:12]([NH:25][C:26]2[CH:31]=[CH:30][CH:29]=[CH:28][CH:27]=2)=[N:13][N:14]([C:16]2([CH2:22][C:23]#[N:24])[CH2:21][CH2:20][NH2+:19][CH2:18][CH2:17]2)[CH:15]=1)(=[O:10])[NH2:9].CCN(C(C)C)C(C)C.[C:41](Cl)(=[O:44])[CH2:42][CH3:43]. Product: [C:23]([CH2:22][C:16]1([N:14]2[CH:15]=[C:11]([C:8]([NH2:9])=[O:10])[C:12]([NH:25][C:26]3[CH:31]=[CH:30][CH:29]=[CH:28][CH:27]=3)=[N:13]2)[CH2:21][CH2:20][N:19]([C:41](=[O:44])[CH2:42][CH3:43])[CH2:18][CH2:17]1)#[N:24]. The catalyst class is: 774.